The task is: Predict the reactants needed to synthesize the given product.. This data is from Full USPTO retrosynthesis dataset with 1.9M reactions from patents (1976-2016). (1) Given the product [CH2:14]([C:11]1[O:10][C:9]([CH2:8][C:7]2[CH:6]=[CH:5][C:4]([NH2:1])=[CH:18][CH:17]=2)=[N:13][N:12]=1)[CH2:15][CH3:16], predict the reactants needed to synthesize it. The reactants are: [N+:1]([C:4]1[CH:18]=[CH:17][C:7]([CH2:8][C:9]2[O:10][C:11]([CH2:14][CH2:15][CH3:16])=[N:12][N:13]=2)=[CH:6][CH:5]=1)([O-])=O. (2) The reactants are: [NH2:1][C:2]1[CH:7]=[CH:6][C:5]([CH3:8])=[CH:4][C:3]=1[OH:9].Br[CH2:11][C:12]([C:14]1[CH:19]=[CH:18][C:17]([NH:20][C:21](=[O:23])[CH3:22])=[CH:16][CH:15]=1)=O. Given the product [CH3:8][C:5]1[CH:6]=[CH:7][C:2]2[N:1]=[C:12]([C:14]3[CH:19]=[CH:18][C:17]([NH:20][C:21](=[O:23])[CH3:22])=[CH:16][CH:15]=3)[CH2:11][O:9][C:3]=2[CH:4]=1, predict the reactants needed to synthesize it. (3) Given the product [CH3:1][O:2][C:3]([C:5]1[CH:6]=[C:7]([Cl:27])[CH:8]=[C:9]2[C:14]=1[NH:13][CH:12]([C:15]1[CH:20]=[CH:19][CH:18]=[C:17]([N+:21]([O-:23])=[O:22])[CH:16]=1)[C:11]([CH3:24])([CH3:25])[CH2:10]2)=[O:4], predict the reactants needed to synthesize it. The reactants are: [CH3:1][O:2][C:3]([C:5]1[CH:6]=[C:7]([Cl:27])[CH:8]=[C:9]2[C:14]=1[NH:13][CH:12]([C:15]1[CH:20]=[CH:19][CH:18]=[C:17]([N+:21]([O-:23])=[O:22])[CH:16]=1)[C:11]([CH3:25])([CH3:24])[CH:10]2O)=[O:4].FC(F)(F)C(O)=O. (4) Given the product [CH2:25]([O:23][C:22]([C:21]1[C:4]2[O:3][B:2]([OH:1])[C@@H:7]([NH:8][C:9](=[O:17])[CH2:10][CH2:11][CH2:12][S:13](=[O:16])(=[O:15])[NH2:14])[CH2:6][C:5]=2[CH:18]=[CH:19][CH:20]=1)=[O:24])[CH3:26], predict the reactants needed to synthesize it. The reactants are: [OH:1][B:2]1[CH:7]([NH:8][C:9](=[O:17])[CH2:10][CH2:11][CH2:12][S:13](=[O:16])(=[O:15])[NH2:14])[CH2:6][C:5]2[CH:18]=[CH:19][CH:20]=[C:21]([C:22]([OH:24])=[O:23])[C:4]=2[O:3]1.[CH2:25](O)[CH3:26]. (5) The reactants are: [CH2:1]([O:8][C:9]1[CH:22]=[CH:21][C:12]([O:13][C:14]2[CH:19]=[CH:18][N:17]=[C:16](Cl)[CH:15]=2)=[CH:11][CH:10]=1)[C:2]1[CH:7]=[CH:6][CH:5]=[CH:4][CH:3]=1.CS(C)=O.C[CH2:28][N:29](C(C)C)C(C)C.CN. Given the product [CH2:1]([O:8][C:9]1[CH:22]=[CH:21][C:12]([O:13][C:14]2[CH:19]=[CH:18][N:17]=[C:16]([NH:29][CH3:28])[CH:15]=2)=[CH:11][CH:10]=1)[C:2]1[CH:7]=[CH:6][CH:5]=[CH:4][CH:3]=1, predict the reactants needed to synthesize it.